Task: Predict the reactants needed to synthesize the given product.. Dataset: Full USPTO retrosynthesis dataset with 1.9M reactions from patents (1976-2016) Given the product [Cl:1][C:2]1[C:3]([N:8]2[C:12]([C:13]([O:15][CH3:16])=[O:14])=[CH:11][C:10]([CH2:17][OH:18])=[N:9]2)=[N:4][CH:5]=[CH:6][CH:7]=1, predict the reactants needed to synthesize it. The reactants are: [Cl:1][C:2]1[C:3]([N:8]2[C:12]([C:13]([O:15][CH3:16])=[O:14])=[CH:11][C:10]([C:17](OC)=[O:18])=[N:9]2)=[N:4][CH:5]=[CH:6][CH:7]=1.[H-].C([Al+]CC(C)C)C(C)C.O.